From a dataset of Reaction yield outcomes from USPTO patents with 853,638 reactions. Predict the reaction yield, written as a fraction of the theoretical maximum amount of product (1.0 means a 100% yield; for example, 0.34 means a 34% yield). (1) The reactants are [NH2:1][C:2]1[CH:3]=[C:4]([S:8][C:9]2[CH:10]=[CH:11][C:12]3[N:13]([CH:15]=[C:16]([NH:18][C:19]([CH:21]4[CH2:23][CH2:22]4)=[O:20])[N:17]=3)[N:14]=2)[CH:5]=[CH:6][CH:7]=1.[C:24]([C:26]([C:29]1[CH:30]=[C:31]([CH:35]=[CH:36][CH:37]=1)[C:32](O)=[O:33])([CH3:28])[CH3:27])#[N:25].C(Cl)(=O)C(Cl)=O.O1CCCC1. The catalyst is CN(C)C=O.CN(C)C(=O)C. The product is [C:24]([C:26]([C:29]1[CH:30]=[C:31]([CH:35]=[CH:36][CH:37]=1)[C:32]([NH:1][C:2]1[CH:7]=[CH:6][CH:5]=[C:4]([S:8][C:9]2[CH:10]=[CH:11][C:12]3[N:13]([CH:15]=[C:16]([NH:18][C:19]([CH:21]4[CH2:22][CH2:23]4)=[O:20])[N:17]=3)[N:14]=2)[CH:3]=1)=[O:33])([CH3:28])[CH3:27])#[N:25]. The yield is 0.510. (2) The reactants are [Cl:1][C:2]1[C:3]([O:12][C:13]2[CH:18]=[C:17]([O:19][CH2:20][CH2:21][CH2:22][O:23][CH3:24])[CH:16]=[CH:15][C:14]=2/[CH:25]=[C:26](\[O:31][CH3:32])/[C:27]([O:29]C)=[O:28])=[N:4][CH:5]=[C:6]([C:8]([F:11])([F:10])[F:9])[CH:7]=1.[OH-].[Na+]. The catalyst is O1CCCC1.CO. The product is [Cl:1][C:2]1[C:3]([O:12][C:13]2[CH:18]=[C:17]([O:19][CH2:20][CH2:21][CH2:22][O:23][CH3:24])[CH:16]=[CH:15][C:14]=2/[CH:25]=[C:26](\[O:31][CH3:32])/[C:27]([OH:29])=[O:28])=[N:4][CH:5]=[C:6]([C:8]([F:9])([F:11])[F:10])[CH:7]=1. The yield is 0.560. (3) The reactants are [CH2:1]([CH:4]1[C:8](=O)[CH2:7][CH:6]([NH:10][C:11](=[O:17])[O:12][C:13]([CH3:16])([CH3:15])[CH3:14])[CH2:5]1)[CH:2]=[CH2:3].[C:18]([O-:21])(=O)[CH3:19].[NH4+:22].[C:23]([N+:27]#[C-])([CH3:26])([CH3:25])[CH3:24].FC(F)(F)[CH2:31][OH:32]. No catalyst specified. The product is [C:18]([NH:22][C@:8]1([C:31](=[O:32])[NH:27][C:23]([CH3:26])([CH3:25])[CH3:24])[C@@H:4]([CH2:1][CH:2]=[CH2:3])[CH2:5][C@H:6]([NH:10][C:11](=[O:17])[O:12][C:13]([CH3:16])([CH3:15])[CH3:14])[CH2:7]1)(=[O:21])[CH3:19]. The yield is 0.580. (4) The reactants are C(O[C:4](=[O:23])[CH:5]=[C:6]([NH:8][C:9]1[CH:14]=[CH:13][CH:12]=[C:11]([O:15][CH2:16][C:17]2[CH:22]=[CH:21][CH:20]=[CH:19][CH:18]=2)[CH:10]=1)[CH3:7])C.C1C=CC(C2C=CC=CC=2)=CC=1.C1C=CC(OC2C=CC=CC=2)=CC=1. The catalyst is CCCCCCC. The product is [CH2:16]([O:15][C:11]1[CH:10]=[C:9]2[C:14]([C:4]([OH:23])=[CH:5][C:6]([CH3:7])=[N:8]2)=[CH:13][CH:12]=1)[C:17]1[CH:18]=[CH:19][CH:20]=[CH:21][CH:22]=1. The yield is 0.350. (5) The reactants are [NH:1]1[CH2:6][CH2:5][CH2:4][C@H:3]([NH:7][C:8]([C:10]2[S:14][C:13]([C:15]3[CH:20]=[CH:19][C:18]([Cl:21])=[CH:17][CH:16]=3)=[N:12][C:11]=2[CH3:22])=[O:9])[CH2:2]1.[CH3:23][O:24][C:25]([C:27]1[CH:28]=[C:29](OB(O)O)[CH:30]=[CH:31][CH:32]=1)=[O:26]. No catalyst specified. The product is [Cl:21][C:18]1[CH:17]=[CH:16][C:15]([C:13]2[S:14][C:10]([C:8]([NH:7][C@H:3]3[CH2:4][CH2:5][CH2:6][N:1]([C:31]4[CH:32]=[C:27]([CH:28]=[CH:29][CH:30]=4)[C:25]([O:24][CH3:23])=[O:26])[CH2:2]3)=[O:9])=[C:11]([CH3:22])[N:12]=2)=[CH:20][CH:19]=1. The yield is 0.500.